This data is from NCI-60 drug combinations with 297,098 pairs across 59 cell lines. The task is: Regression. Given two drug SMILES strings and cell line genomic features, predict the synergy score measuring deviation from expected non-interaction effect. (1) Drug 1: C1CC(=O)NC(=O)C1N2CC3=C(C2=O)C=CC=C3N. Drug 2: C(CC(=O)O)C(=O)CN.Cl. Cell line: UACC-257. Synergy scores: CSS=2.74, Synergy_ZIP=-2.48, Synergy_Bliss=-2.93, Synergy_Loewe=-2.09, Synergy_HSA=-2.47. (2) Drug 1: CS(=O)(=O)C1=CC(=C(C=C1)C(=O)NC2=CC(=C(C=C2)Cl)C3=CC=CC=N3)Cl. Drug 2: C1CCC(C(C1)N)N.C(=O)(C(=O)[O-])[O-].[Pt+4]. Cell line: RXF 393. Synergy scores: CSS=24.2, Synergy_ZIP=4.01, Synergy_Bliss=5.50, Synergy_Loewe=7.33, Synergy_HSA=8.48.